From a dataset of Full USPTO retrosynthesis dataset with 1.9M reactions from patents (1976-2016). Predict the reactants needed to synthesize the given product. (1) Given the product [S:1]1[CH:5]=[CH:4][C:3]2[C:6]3[CH:14]=[CH:13][CH:12]=[CH:11][C:7]=3/[C:8](=[C:52]3/[C:46]4[CH:51]=[CH:50][CH:49]=[CH:48][C:47]=4[C:41]4[CH:42]=[CH:43][S:24][C:40]/3=4)/[C:2]1=2, predict the reactants needed to synthesize it. The reactants are: [S:1]1[CH:5]=[CH:4][C:3]([C:6]2[CH:14]=[CH:13][CH:12]=[CH:11][C:7]=2[C:8](O)=O)=[CH:2]1.COC1C=CC(P2(SP(C3C=CC(OC)=CC=3)(=S)S2)=[S:24])=CC=1.C(Cl)Cl.[CH3:40][CH2:41][CH2:42][CH2:43]CC.[C:46]1([CH3:52])[CH:51]=[CH:50][CH:49]=[CH:48][CH:47]=1. (2) The reactants are: ClC1C=CC(C2CCC[CH2:11][N:10](C(C3C=C(NC)N=NC=3)=O)[CH2:9]2)=CC=1.Cl[C:26]1[N:31]=[N:30][CH:29]=[C:28]([C:32]([N:34]2[CH2:40][CH2:39][CH2:38][CH2:37][CH:36]([C:41]3[CH:46]=[CH:45][C:44]([O:47][CH3:48])=[CH:43][CH:42]=3)[CH2:35]2)=[O:33])[CH:27]=1.CNC. Given the product [CH3:48][O:47][C:44]1[CH:45]=[CH:46][C:41]([CH:36]2[CH2:37][CH2:38][CH2:39][CH2:40][N:34]([C:32]([C:28]3[CH:27]=[C:26]([N:10]([CH3:11])[CH3:9])[N:31]=[N:30][CH:29]=3)=[O:33])[CH2:35]2)=[CH:42][CH:43]=1, predict the reactants needed to synthesize it. (3) Given the product [OH:1][C:2]1[CH:7]=[C:6]([CH2:8][CH2:9][CH2:10][CH:11]=[O:12])[O:5][C:4](=[O:13])[C:3]=1[C:14](=[O:17])[CH2:15][CH3:16], predict the reactants needed to synthesize it. The reactants are: [OH:1][C:2]1[CH:7]=[C:6]([CH2:8][CH2:9][CH2:10][CH2:11][OH:12])[O:5][C:4](=[O:13])[C:3]=1[C:14](=[O:17])[CH2:15][CH3:16].[Na].C([O-])(O)=O.[Na+]. (4) Given the product [CH2:3]([N:10]1[CH2:11][CH2:12][CH:13]([C:16]2[CH:21]=[CH:20][CH:19]=[CH:18][C:17]=2[O:22][CH3:23])[CH:14]([OH:30])[CH2:15]1)[C:4]1[CH:5]=[CH:6][CH:7]=[CH:8][CH:9]=1, predict the reactants needed to synthesize it. The reactants are: [BH4-].[Na+].[CH2:3]([N:10]1[CH2:15][CH:14]=[C:13]([C:16]2[CH:21]=[CH:20][CH:19]=[CH:18][C:17]=2[O:22][CH3:23])[CH2:12][CH2:11]1)[C:4]1[CH:9]=[CH:8][CH:7]=[CH:6][CH:5]=1.B(F)(F)F.CC[O:30]CC.[OH-].[Na+].OO.Cl. (5) Given the product [CH3:6][N:7]([CH2:14][CH2:15][O:16][C:18]1[CH:25]=[CH:24][C:21]([CH:22]=[O:23])=[CH:20][CH:19]=1)[C:8]1[CH:13]=[CH:12][CH:11]=[CH:10][N:9]=1, predict the reactants needed to synthesize it. The reactants are: CN(C)C=O.[CH3:6][N:7]([CH2:14][CH2:15][OH:16])[C:8]1[CH:13]=[CH:12][CH:11]=[CH:10][N:9]=1.F[C:18]1[CH:25]=[CH:24][C:21]([CH:22]=[O:23])=[CH:20][CH:19]=1.CC(C)([O-])C.[K+]. (6) Given the product [C:36]([C:29]1[N:28]=[CH:27][C:26]([N:23]2[C:22](=[O:38])[C:18]3([CH2:21][CH2:20][CH2:19]3)[N:17]([C:14]3[CH:15]=[CH:16][C:11]([C:10]([NH:9][CH2:8][CH2:7][CH2:6][N:45]4[CH2:46][CH2:47][C:43]([F:48])([F:42])[CH2:44]4)=[O:40])=[C:12]([F:39])[CH:13]=3)[C:24]2=[S:25])=[CH:31][C:30]=1[C:32]([F:33])([F:35])[F:34])#[N:37], predict the reactants needed to synthesize it. The reactants are: CS(O[CH2:6][CH2:7][CH2:8][NH:9][C:10](=[O:40])[C:11]1[CH:16]=[CH:15][C:14]([N:17]2[C:24](=[S:25])[N:23]([C:26]3[CH:27]=[N:28][C:29]([C:36]#[N:37])=[C:30]([C:32]([F:35])([F:34])[F:33])[CH:31]=3)[C:22](=[O:38])[C:18]32[CH2:21][CH2:20][CH2:19]3)=[CH:13][C:12]=1[F:39])(=O)=O.Cl.[F:42][C:43]1([F:48])[CH2:47][CH2:46][NH:45][CH2:44]1.C(N(CC)CC)C.CCOC(C)=O.